This data is from Forward reaction prediction with 1.9M reactions from USPTO patents (1976-2016). The task is: Predict the product of the given reaction. (1) Given the reactants [Br:1][C:2]1[CH:7]=[CH:6][C:5]([SH:8])=[CH:4][CH:3]=1.II.C(N(CC)CC)C.[S:18](=O)(O)[O-].[Na+], predict the reaction product. The product is: [Br:1][C:2]12[S:18][CH:3]1[CH:4]1[S:8][CH:5]1[CH:6]=[CH:7]2. (2) Given the reactants [F:1][C:2]1[C:30]([O:31][CH3:32])=[CH:29][C:28]([O:33][CH3:34])=[C:27]([F:35])[C:3]=1[CH2:4][O:5][C:6]1[CH:7]=[N:8][C:9]([NH:12][C:13]2[CH:17]=[C:16]([CH2:18][O:19]C3CCCCO3)[N:15]([CH3:26])[N:14]=2)=[N:10][CH:11]=1.Cl.O1CCOCC1, predict the reaction product. The product is: [F:1][C:2]1[C:30]([O:31][CH3:32])=[CH:29][C:28]([O:33][CH3:34])=[C:27]([F:35])[C:3]=1[CH2:4][O:5][C:6]1[CH:11]=[N:10][C:9]([NH:12][C:13]2[CH:17]=[C:16]([CH2:18][OH:19])[N:15]([CH3:26])[N:14]=2)=[N:8][CH:7]=1. (3) Given the reactants Br[C:2]1[CH:7]=[C:6]([CH:8]2[CH2:10][CH2:9]2)[CH:5]=[C:4]([Cl:11])[CH:3]=1.[C:12]([C:16]1[CH:29]=[CH:28][C:19]([CH2:20][N:21]2[CH2:25][CH2:24]OS2(=O)=O)=[CH:18][CH:17]=1)([CH3:15])([CH3:14])[CH3:13], predict the reaction product. The product is: [C:12]([C:16]1[CH:17]=[CH:18][C:19]([CH2:20][NH:21][CH2:25][CH2:24][C:2]2[CH:7]=[C:6]([CH:8]3[CH2:10][CH2:9]3)[CH:5]=[C:4]([Cl:11])[CH:3]=2)=[CH:28][CH:29]=1)([CH3:14])([CH3:13])[CH3:15]. (4) Given the reactants [C:1]([O:5][C:6]([N:8]([CH2:41][O:42][CH2:43][CH2:44][Si:45]([CH3:48])([CH3:47])[CH3:46])[C:9]1[S:10][C@:11]2([C:37]([O:39][CH3:40])=[O:38])[C@H:13]([C@:14]([C:17]3[CH:22]=[C:21]([NH:23][C:24]([C:26]4C=NC(OCC#C)=[CH:28][N:27]=4)=[O:25])[CH:20]=[CH:19][C:18]=3[F:36])([CH3:16])[N:15]=1)[CH2:12]2)=[O:7])([CH3:4])([CH3:3])[CH3:2].[NH2:49][C:50]1C=C[C:53](F)=[C:54]([C@]2(C)[C@H]3[C@](C(OC)=O)(C3)SC(N(C(OC(C)(C)C)=O)COCC[Si](C)(C)C)=N2)[CH:55]=1.C(C1C=CC(C(O)=O)=NC=1)#N, predict the reaction product. The product is: [C:1]([O:5][C:6]([N:8]([CH2:41][O:42][CH2:43][CH2:44][Si:45]([CH3:47])([CH3:46])[CH3:48])[C:9]1[S:10][C@:11]2([C:37]([O:39][CH3:40])=[O:38])[C@H:13]([C@:14]([C:17]3[CH:22]=[C:21]([NH:23][C:24](=[O:25])[C:26]4[CH:53]=[CH:54][C:55]([C:50]#[N:49])=[CH:28][N:27]=4)[CH:20]=[CH:19][C:18]=3[F:36])([CH3:16])[N:15]=1)[CH2:12]2)=[O:7])([CH3:2])([CH3:3])[CH3:4]. (5) Given the reactants [NH2:1][N:2]1[CH2:7][CH2:6][CH2:5][CH2:4][C:3]1=[O:8].C(N(CC)C(C)C)(C)C.Br[C:19]([C:27]1[CH:32]=[CH:31][CH:30]=[CH:29][CH:28]=1)=[C:20]([N+:25]#[C-:26])[C:21]([O:23][CH3:24])=[O:22].C1CCN2C(=NCCC2)CC1, predict the reaction product. The product is: [O:8]=[C:3]1[CH2:4][CH2:5][CH2:6][CH2:7][N:2]1[N:1]1[C:19]([C:27]2[CH:28]=[CH:29][CH:30]=[CH:31][CH:32]=2)=[C:20]([C:21]([O:23][CH3:24])=[O:22])[N:25]=[CH:26]1. (6) Given the reactants [C:1]([C:4]1[CH:5]=[C:6]2[C:11](=[N:12][CH:13]=1)[N:10]([O:14][CH2:15][C:16]1[CH:21]=[CH:20][CH:19]=[CH:18][CH:17]=1)[C:9](=[O:22])[C:8]([C:23]1[CH:28]=[CH:27][CH:26]=[CH:25][CH:24]=1)=[C:7]2[OH:29])(=O)[CH3:2].C(O[BH-](OC(=O)C)OC(=O)C)(=O)C.[Na+].[Cl:44][C:45]1[CH:46]=[C:47]([CH:50]=[CH:51][CH:52]=1)[CH2:48][NH2:49], predict the reaction product. The product is: [CH2:15]([O:14][N:10]1[C:11]2[C:6](=[CH:5][C:4]([CH:1]([NH:49][CH2:48][C:47]3[CH:50]=[CH:51][CH:52]=[C:45]([Cl:44])[CH:46]=3)[CH3:2])=[CH:13][N:12]=2)[C:7]([OH:29])=[C:8]([C:23]2[CH:28]=[CH:27][CH:26]=[CH:25][CH:24]=2)[C:9]1=[O:22])[C:16]1[CH:21]=[CH:20][CH:19]=[CH:18][CH:17]=1.